From a dataset of Reaction yield outcomes from USPTO patents with 853,638 reactions. Predict the reaction yield, written as a fraction of the theoretical maximum amount of product (1.0 means a 100% yield; for example, 0.34 means a 34% yield). (1) The reactants are Br[C:2]1[CH:3]=[C:4]([S:8]([N:11]2[C:15]([C:16]3[CH:21]=[CH:20][CH:19]=[CH:18][CH:17]=3)=[CH:14][C:13]([CH2:22][N:23](C)[C:24](=O)OC(C)(C)C)=[CH:12]2)(=[O:10])=[O:9])[CH:5]=[N:6][CH:7]=1.[CH3:32][N:33](C)C=O.C(OCC)(=O)C.[ClH:43]. The catalyst is C(O)C.[C-]#N.[Zn+2].[C-]#N. The product is [ClH:43].[CH3:24][NH:23][CH2:22][C:13]1[CH:14]=[C:15]([C:16]2[CH:21]=[CH:20][CH:19]=[CH:18][CH:17]=2)[N:11]([S:8]([C:4]2[CH:5]=[N:6][CH:7]=[C:2]([CH:3]=2)[C:32]#[N:33])(=[O:9])=[O:10])[CH:12]=1. The yield is 0.420. (2) The yield is 0.350. The product is [Br:9][C:3]1[C:2]([NH:1][S:19]([C:16]2[CH:17]=[CH:18][C:13]3[N:12]=[CH:11][S:10][C:14]=3[CH:15]=2)(=[O:20])=[O:21])=[CH:7][CH:6]=[C:5]([CH3:8])[N:4]=1. The reactants are [NH2:1][C:2]1[C:3]([Br:9])=[N:4][C:5]([CH3:8])=[CH:6][CH:7]=1.[S:10]1[C:14]2[CH:15]=[C:16]([S:19](Cl)(=[O:21])=[O:20])[CH:17]=[CH:18][C:13]=2[N:12]=[CH:11]1. No catalyst specified. (3) The reactants are [NH2:1][C:2]1[CH:16]=[CH:15][C:5]([O:6][C:7]2[C:12]([NH2:13])=[C:11](I)[N:10]=[CH:9][N:8]=2)=[CH:4][C:3]=1[Cl:17].C[Si](C#C)(C)C.[C:24]1(P(C2C=CC=CC=2)C2C=CC=CC=2)[CH:29]=CC=C[CH:25]=1.[F-].[K+]. The catalyst is [Cu](I)I.Cl[Pd](Cl)([P](C1C=CC=CC=1)(C1C=CC=CC=1)C1C=CC=CC=1)[P](C1C=CC=CC=1)(C1C=CC=CC=1)C1C=CC=CC=1.C(#N)C.C(N(CC)CC)C. The product is [NH2:1][C:2]1[CH:16]=[CH:15][C:5]([O:6][C:7]2[C:12]([NH2:13])=[C:11]([C:25]#[C:24][CH3:29])[N:10]=[CH:9][N:8]=2)=[CH:4][C:3]=1[Cl:17]. The yield is 0.590. (4) The reactants are C[O:2][C:3]1[CH:4]=[C:5]2[C:10](=[CH:11][CH:12]=1)[CH:9]=[C:8]([C:13]1[N:14]=[C:15]([C:18]3[CH:23]=[CH:22][CH:21]=[CH:20][CH:19]=3)[S:16][CH:17]=1)[CH:7]=[CH:6]2.Br. The catalyst is CC(O)=O. The product is [C:18]1([C:15]2[S:16][CH:17]=[C:13]([C:8]3[CH:9]=[C:10]4[C:5](=[CH:6][CH:7]=3)[CH:4]=[C:3]([OH:2])[CH:12]=[CH:11]4)[N:14]=2)[CH:19]=[CH:20][CH:21]=[CH:22][CH:23]=1. The yield is 0.850. (5) The yield is 0.130. The reactants are [NH2:1][C:2]1[C:3]([CH:11]=O)=[CH:4][C:5]2[O:9][CH2:8][CH2:7][C:6]=2[CH:10]=1.[CH2:13]([C@:15]1([OH:31])[C:27]2[CH:26]=[C:25]3[N:21]([CH2:22][CH2:23][C:24]3=O)[C:20](=[O:29])[C:19]=2[CH2:18][O:17][C:16]1=[O:30])[CH3:14].C1(C)C=CC(S(O)(=O)=O)=CC=1. The catalyst is C1(C)C=CC=CC=1. The product is [CH2:13]([C@:15]1([OH:31])[C:27]2[CH:26]=[C:25]3[N:21]([CH2:22][C:23]4[C:24]3=[N:1][C:2]3[CH:10]=[C:6]5[CH2:7][CH2:8][O:9][C:5]5=[CH:4][C:3]=3[CH:11]=4)[C:20](=[O:29])[C:19]=2[CH2:18][O:17][C:16]1=[O:30])[CH3:14]. (6) The reactants are [CH2:1]([O:8][CH2:9][CH2:10][C@H:11]([NH:29][C:30](=[O:36])[O:31][C:32]([CH3:35])([CH3:34])[CH3:33])[C:12]1[N:17]([C:18]2[CH:23]=[CH:22][CH:21]=[CH:20][CH:19]=2)[C:16](=[O:24])[C:15]2=[C:25](Br)[CH:26]=[CH:27][N:14]2[N:13]=1)[C:2]1[CH:7]=[CH:6][CH:5]=[CH:4][CH:3]=1.[CH3:37]B1OB(C)OB(C)O1.C(=O)([O-])[O-].[K+].[K+]. The catalyst is CN(C)C=O.C1C=CC([P]([Pd]([P](C2C=CC=CC=2)(C2C=CC=CC=2)C2C=CC=CC=2)([P](C2C=CC=CC=2)(C2C=CC=CC=2)C2C=CC=CC=2)[P](C2C=CC=CC=2)(C2C=CC=CC=2)C2C=CC=CC=2)(C2C=CC=CC=2)C2C=CC=CC=2)=CC=1. The product is [CH2:1]([O:8][CH2:9][CH2:10][C@H:11]([NH:29][C:30](=[O:36])[O:31][C:32]([CH3:35])([CH3:34])[CH3:33])[C:12]1[N:17]([C:18]2[CH:23]=[CH:22][CH:21]=[CH:20][CH:19]=2)[C:16](=[O:24])[C:15]2=[C:25]([CH3:37])[CH:26]=[CH:27][N:14]2[N:13]=1)[C:2]1[CH:7]=[CH:6][CH:5]=[CH:4][CH:3]=1. The yield is 0.850. (7) The reactants are [Cl:1][C:2]1[C:7]2[CH:8]=[CH:9][NH:10][C:6]=2[CH:5]=[CH:4][N:3]=1.[H-].[Na+].Br[CH2:14][C:15]([O:17][CH3:18])=[O:16]. The catalyst is C1COCC1.[NH4+].[Cl-]. The product is [CH3:18][O:17][C:15](=[O:16])[CH2:14][N:10]1[C:6]2[CH:5]=[CH:4][N:3]=[C:2]([Cl:1])[C:7]=2[CH:8]=[CH:9]1. The yield is 0.810. (8) The reactants are [C:1]1([N:11]2[CH2:16][CH2:15][N:14]([CH2:17][CH2:18][CH2:19][CH2:20][OH:21])[CH2:13][CH2:12]2)[C:10]2[C:5](=[CH:6][CH:7]=[CH:8][CH:9]=2)[CH:4]=[CH:3][CH:2]=1.Cl[C:23]1[N:32]=[C:31]2[C:26]([CH:27]=[CH:28][C:29](=[O:34])[N:30]2[CH3:33])=[CH:25][CH:24]=1. The catalyst is C1COCC1. The product is [CH3:33][N:30]1[C:31]2[C:26](=[CH:25][CH:24]=[C:23]([O:21][CH2:20][CH2:19][CH2:18][CH2:17][N:14]3[CH2:13][CH2:12][N:11]([C:1]4[C:10]5[C:5](=[CH:6][CH:7]=[CH:8][CH:9]=5)[CH:4]=[CH:3][CH:2]=4)[CH2:16][CH2:15]3)[N:32]=2)[CH:27]=[CH:28][C:29]1=[O:34]. The yield is 0.770.